This data is from Retrosynthesis with 50K atom-mapped reactions and 10 reaction types from USPTO. The task is: Predict the reactants needed to synthesize the given product. (1) Given the product CCc1nn2c(N)c3c(nc2c1S(=O)(=O)c1ccccc1)CCC3, predict the reactants needed to synthesize it. The reactants are: CCc1nn2c(Cl)c3c(nc2c1S(=O)(=O)c1ccccc1)CCC3.N. (2) Given the product CC(C)(NC(=O)OCc1ccccc1)c1cccc(Br)c1, predict the reactants needed to synthesize it. The reactants are: CC(C)(N=C=O)c1cccc(Br)c1.OCc1ccccc1. (3) Given the product C[C@H]1CN(c2ccc3c(n2)NC(=O)CO3)[C@@H](c2cccc(F)c2)CO1, predict the reactants needed to synthesize it. The reactants are: CC1CNC(c2cccc(F)c2)CO1.O=C1COc2ccc(Br)nc2N1. (4) Given the product O=C(CC[C@@H](C(=O)OCc1ccccc1)n1c2ccccc2c2ccccc21)OCCO, predict the reactants needed to synthesize it. The reactants are: O=C(O)CC[C@@H](C(=O)OCc1ccccc1)n1c2ccccc2c2ccccc21.OCCO. (5) Given the product C[Si](C)(C)CCOCn1ccc(-c2ccc3c(N)c(Cl)ccc3n2)n1, predict the reactants needed to synthesize it. The reactants are: C[Si](C)(C)CCOCCl.Nc1c(Cl)ccc2nc(-c3cc[nH]n3)ccc12. (6) Given the product COc1ccc(C(=O)Nc2ccccc2NC(=O)OCCC2CCNCC2)cc1, predict the reactants needed to synthesize it. The reactants are: COc1ccc(C(=O)Nc2ccccc2NC(=O)OCCC2CCN(C(=O)OC(C)(C)C)CC2)cc1. (7) The reactants are: CCCC(=C(c1ccc(O)cc1)c1ccc(O)cc1)c1cccc(OCCOCCOC(C)=O)c1. Given the product CCCC(=C(c1ccc(O)cc1)c1ccc(O)cc1)c1cccc(OCCOCCO)c1, predict the reactants needed to synthesize it. (8) Given the product O=C(Nc1nc2cccc(NC3CCCOC3)n2n1)c1ccccc1, predict the reactants needed to synthesize it. The reactants are: NC1CCCOC1.O=C(Nc1nc2cccc(Cl)n2n1)c1ccccc1. (9) Given the product C[C@@H](CO)Oc1cc(Oc2cc(F)c(S(C)(=O)=O)cc2F)cc(C(=O)Nc2ccn(C)n2)c1, predict the reactants needed to synthesize it. The reactants are: CS(=O)(=O)c1cc(F)c(F)cc1F.C[C@@H](CO)Oc1cc(O)cc(C(=O)Nc2ccn(C)n2)c1.